This data is from Full USPTO retrosynthesis dataset with 1.9M reactions from patents (1976-2016). The task is: Predict the reactants needed to synthesize the given product. (1) Given the product [CH3:1][C:2]1[CH:3]=[C:4]([CH:7]=[C:8]([CH3:11])[C:9]=1[O:10][CH2:18][C:19]1[CH:24]=[CH:23][CH:22]=[CH:21][CH:20]=1)[CH:5]=[O:6], predict the reactants needed to synthesize it. The reactants are: [CH3:1][C:2]1[CH:3]=[C:4]([CH:7]=[C:8]([CH3:11])[C:9]=1[OH:10])[CH:5]=[O:6].C(=O)([O-])[O-].[K+].[K+].[CH2:18](Br)[C:19]1[CH:24]=[CH:23][CH:22]=[CH:21][CH:20]=1. (2) Given the product [Br:1][C:2]1[CH:3]=[C:4]([C:8]2[CH:12]=[C:11]3[N:13]=[C:14]([CH3:15])[C:17]([CH2:22][C:23]([O:25][CH3:26])=[O:24])=[C:18]([OH:19])[N:10]3[N:9]=2)[CH:5]=[CH:6][CH:7]=1, predict the reactants needed to synthesize it. The reactants are: [Br:1][C:2]1[CH:3]=[C:4]([C:8]2[CH:12]=[C:11]([NH2:13])[NH:10][N:9]=2)[CH:5]=[CH:6][CH:7]=1.[C:14]([CH:17]([CH2:22][C:23]([O:25][CH3:26])=[O:24])[C:18](OC)=[O:19])(=O)[CH3:15].